The task is: Regression. Given a peptide amino acid sequence and an MHC pseudo amino acid sequence, predict their binding affinity value. This is MHC class I binding data.. This data is from Peptide-MHC class I binding affinity with 185,985 pairs from IEDB/IMGT. (1) The peptide sequence is KQQREKQRESR. The MHC is Mamu-B03 with pseudo-sequence Mamu-B03. The binding affinity (normalized) is 0.0705. (2) The peptide sequence is IVLFQRFLR. The MHC is HLA-A02:06 with pseudo-sequence HLA-A02:06. The binding affinity (normalized) is 0.00487.